From a dataset of Forward reaction prediction with 1.9M reactions from USPTO patents (1976-2016). Predict the product of the given reaction. Given the reactants [CH3:1][C:2]1[N:3]=[C:4]([Sn](CCCC)(CCCC)CCCC)[S:5][CH:6]=1.I[C:21]1[C:22]([C:28]([O:30][CH3:31])=[O:29])=[N:23][C:24]([CH3:27])=[CH:25][CH:26]=1, predict the reaction product. The product is: [CH3:27][C:24]1[N:23]=[C:22]([C:28]([O:30][CH3:31])=[O:29])[C:21]([C:4]2[S:5][CH:6]=[C:2]([CH3:1])[N:3]=2)=[CH:26][CH:25]=1.